Dataset: CYP1A2 inhibition data for predicting drug metabolism from PubChem BioAssay. Task: Regression/Classification. Given a drug SMILES string, predict its absorption, distribution, metabolism, or excretion properties. Task type varies by dataset: regression for continuous measurements (e.g., permeability, clearance, half-life) or binary classification for categorical outcomes (e.g., BBB penetration, CYP inhibition). Dataset: cyp1a2_veith. (1) The compound is Cc1ccc(NC(=O)CN2C(=O)S/C(=C\c3cccn3C)C2=O)cc1. The result is 0 (non-inhibitor). (2) The molecule is CC(Cc1ccccc1)N/C=C1\CC(=O)NC1=O. The result is 0 (non-inhibitor). (3) The drug is O=C(c1cc(C(F)(F)F)cc(C(F)(F)F)c1)N1CCC[C@@]2(CCN(Cc3ccccc3)C2)C1. The result is 1 (inhibitor). (4) The molecule is Cn1ccc2cc(NC(=O)Nc3cccnc3)ccc21. The result is 1 (inhibitor).